Dataset: Forward reaction prediction with 1.9M reactions from USPTO patents (1976-2016). Task: Predict the product of the given reaction. (1) Given the reactants C(OC([N:8]1[CH2:13][CH2:12][CH:11]([NH:14][C:15]2[N:24]=[C:23]([O:25][CH3:26])[C:22]3[C:17](=[CH:18][C:19]([O:29][CH3:30])=[C:20]([O:27][CH3:28])[CH:21]=3)[N:16]=2)[CH2:10][CH2:9]1)=O)(C)(C)C.[ClH:31], predict the reaction product. The product is: [ClH:31].[ClH:31].[NH:8]1[CH2:13][CH2:12][CH:11]([NH:14][C:15]2[N:24]=[C:23]([O:25][CH3:26])[C:22]3[C:17](=[CH:18][C:19]([O:29][CH3:30])=[C:20]([O:27][CH3:28])[CH:21]=3)[N:16]=2)[CH2:10][CH2:9]1. (2) Given the reactants [Br:1][C:2]1[CH:3]=[C:4]2[C:8](=[CH:9][CH:10]=1)[C:7](=[O:11])[C:6](=[CH:12][CH2:13][CH2:14][CH2:15][O:16][Si:17]([C:30]([CH3:33])([CH3:32])[CH3:31])([C:24]1[CH:29]=[CH:28][CH:27]=[CH:26][CH:25]=1)[C:18]1[CH:23]=[CH:22][CH:21]=[CH:20][CH:19]=1)[CH2:5]2.CCC(C)[BH-](C(C)CC)C(C)CC.[K+].[Cl-].[NH4+], predict the reaction product. The product is: [Br:1][C:2]1[CH:3]=[C:4]2[C:8](=[CH:9][CH:10]=1)[C:7](=[O:11])[CH:6]([CH2:12][CH2:13][CH2:14][CH2:15][O:16][Si:17]([C:30]([CH3:33])([CH3:32])[CH3:31])([C:24]1[CH:29]=[CH:28][CH:27]=[CH:26][CH:25]=1)[C:18]1[CH:19]=[CH:20][CH:21]=[CH:22][CH:23]=1)[CH2:5]2. (3) Given the reactants [Si](C=[N+]=[N-])(C)(C)[CH3:2].[NH:8]1[C:16]2[C:11](=[CH:12][CH:13]=[CH:14][CH:15]=2)[C:10]([CH:17]([CH3:22])[CH2:18][C:19]([OH:21])=[O:20])=[CH:9]1, predict the reaction product. The product is: [CH3:2][O:20][C:19](=[O:21])[CH2:18][C@H:17]([C:10]1[C:11]2[C:16](=[CH:15][CH:14]=[CH:13][CH:12]=2)[NH:8][CH:9]=1)[CH3:22]. (4) Given the reactants [O:1]=[C:2]1[CH2:7][CH2:6][CH:5]([C:8]([O:10][CH2:11][CH3:12])=[O:9])[CH2:4][CH2:3]1.O.C1(C)C=CC(S(O)(=O)=O)=CC=1.C1C=CC=CC=1.[CH2:31](O)[CH2:32][OH:33], predict the reaction product. The product is: [O:33]1[C:2]2([CH2:7][CH2:6][CH:5]([C:8]([O:10][CH2:11][CH3:12])=[O:9])[CH2:4][CH2:3]2)[O:1][CH2:31][CH2:32]1. (5) The product is: [Cl:1][C:2]1[CH:3]=[C:4](/[CH:5]=[CH:6]/[C:7]([N:19]2[CH2:25][CH2:24][C:23](=[O:26])[NH:22][CH2:21][CH2:20]2)=[O:9])[CH:10]=[CH:11][CH:12]=1. Given the reactants [Cl:1][C:2]1[CH:3]=[C:4]([CH:10]=[CH:11][CH:12]=1)/[CH:5]=[CH:6]/[C:7]([OH:9])=O.C(Cl)(=O)C(Cl)=O.[NH:19]1[CH2:25][CH2:24][C:23](=[O:26])[NH:22][CH2:21][CH2:20]1.C(N(CC)CC)C, predict the reaction product. (6) Given the reactants [C:1]([O:5][C:6]([NH:8][CH2:9][C:10]1[CH:11]=[C:12](B(O)O)[CH:13]=[CH:14][CH:15]=1)=[O:7])([CH3:4])([CH3:3])[CH3:2].C(=O)([O-])[O-].[K+].[K+].Br[C:26]1[N:31]=[C:30]([CH:32]=[O:33])[CH:29]=[CH:28][CH:27]=1.COCCOC, predict the reaction product. The product is: [CH:32]([C:30]1[N:31]=[C:26]([C:12]2[CH:11]=[C:10]([CH:15]=[CH:14][CH:13]=2)[CH2:9][NH:8][C:6](=[O:7])[O:5][C:1]([CH3:4])([CH3:3])[CH3:2])[CH:27]=[CH:28][CH:29]=1)=[O:33]. (7) Given the reactants C([Li])CCC.Br[C:7]1[CH:8]=[N:9][CH:10]=[CH:11][CH:12]=1.[C:13](OCC)(=[O:19])[C:14]([O:16][CH2:17][CH3:18])=[O:15].Cl.C(=O)(O)[O-].[Na+], predict the reaction product. The product is: [N:9]1[CH:10]=[CH:11][CH:12]=[C:7]([C:13](=[O:19])[C:14]([O:16][CH2:17][CH3:18])=[O:15])[CH:8]=1.